Dataset: Full USPTO retrosynthesis dataset with 1.9M reactions from patents (1976-2016). Task: Predict the reactants needed to synthesize the given product. (1) Given the product [C:1]([NH:11][C@@H:12]([CH2:32][C:33]1[CH:34]=[CH:35][CH:36]=[CH:37][CH:38]=1)[C@H:13]([OH:31])[CH2:14][N:15]([CH2:24][C:25]1[CH:30]=[CH:29][CH:28]=[CH:27][CH:26]=1)[C:16](=[O:23])[CH:17]=[N+:21]=[N-:22])([O:3][CH2:4][C:5]1[CH:6]=[CH:7][CH:8]=[CH:9][CH:10]=1)=[O:2], predict the reactants needed to synthesize it. The reactants are: [C:1]([NH:11][C@@H:12]([CH2:32][C:33]1[CH:38]=[CH:37][CH:36]=[CH:35][CH:34]=1)[C@H:13]([OH:31])[CH2:14][N:15]([CH2:24][C:25]1[CH:30]=[CH:29][CH:28]=[CH:27][CH:26]=1)[C:16](=[O:23])[C:17](=[N+:21]=[N-:22])C(=O)C)([O:3][CH2:4][C:5]1[CH:10]=[CH:9][CH:8]=[CH:7][CH:6]=1)=[O:2].[Li+].[OH-]. (2) Given the product [Cl:1][C:2]1[N:3]2[CH2:15][CH2:16][NH:17][CH2:18][C:4]2=[C:5]([C:13]#[N:14])[C:6]=1[C:7]1[CH:8]=[CH:9][CH:10]=[CH:11][CH:12]=1, predict the reactants needed to synthesize it. The reactants are: [Cl:1][C:2]1[N:3]([CH2:15][CH2:16][NH:17][C:18](=O)OC(C)(C)C)[CH:4]=[C:5]([C:13]#[N:14])[C:6]=1[C:7]1[CH:12]=[CH:11][CH:10]=[CH:9][CH:8]=1.Cl.C=O.N. (3) Given the product [CH:1]1([CH2:6][CH:7]([N:11]2[C:16](=[O:17])[CH:15]=[C:14]([CH2:18][C:19]3[CH:24]=[CH:23][CH:22]=[CH:21][C:20]=3[C:25]([F:27])([F:26])[F:28])[CH:13]=[N:12]2)[C:8]([NH:29][C:30]2[CH:34]=[CH:33][N:32]([CH2:35][C:36]([OH:38])([CH3:37])[CH3:39])[N:31]=2)=[O:9])[CH2:2][CH2:3][CH2:4][CH2:5]1, predict the reactants needed to synthesize it. The reactants are: [CH:1]1([CH2:6][CH:7]([N:11]2[C:16](=[O:17])[CH:15]=[C:14]([CH2:18][C:19]3[CH:24]=[CH:23][CH:22]=[CH:21][C:20]=3[C:25]([F:28])([F:27])[F:26])[CH:13]=[N:12]2)[C:8](O)=[O:9])[CH2:5][CH2:4][CH2:3][CH2:2]1.[NH2:29][C:30]1[CH:34]=[CH:33][N:32]([CH2:35][C:36]([CH3:39])([OH:38])[CH3:37])[N:31]=1. (4) Given the product [CH2:7]([N:10]1[CH2:14][CH2:13][C@H:12]([CH2:15][NH2:16])[CH2:11]1)[CH3:8], predict the reactants needed to synthesize it. The reactants are: [H-].[Al+3].[Li+].[H-].[H-].[H-].[C:7]([N:10]1[CH2:14][CH2:13][C@H:12]([CH2:15][NH2:16])[CH2:11]1)(=O)[CH3:8].C(O)C. (5) Given the product [C:1]([O:5][C:6]([N:8]1[C:22](=[O:23])[CH2:21][C:14](=[O:16])[CH2:13][C:9]21[CH2:10][CH2:11][CH2:12]2)=[O:7])([CH3:2])([CH3:3])[CH3:4], predict the reactants needed to synthesize it. The reactants are: [C:1]([O:5][C:6]([NH:8][C:9]1([CH2:13][C:14]([OH:16])=O)[CH2:12][CH2:11][CH2:10]1)=[O:7])([CH3:4])([CH3:3])[CH3:2].C(Cl)CCl.[CH3:21][C:22]1(C)OC(=O)CC(=O)[O:23]1.Cl.O. (6) Given the product [CH:1]1([C:6]([C:8]2[CH:13]=[C:12]([CH3:14])[CH:11]=[CH:10][C:9]=2[NH:15][C:16]([NH:17][C:18]2[S:19][CH:20]=[C:21]([CH2:23][CH2:24][S:31][C:32]3[CH:37]=[CH:36][CH:35]=[CH:34][N:33]=3)[N:22]=2)=[O:30])=[O:7])[CH2:2][CH2:3][CH2:4][CH2:5]1, predict the reactants needed to synthesize it. The reactants are: [CH:1]1([C:6]([C:8]2[CH:13]=[C:12]([CH3:14])[CH:11]=[CH:10][C:9]=2[NH:15][C:16](=[O:30])[NH:17][C:18]2[S:19][CH:20]=[C:21]([CH2:23][CH2:24]OS(C)(=O)=O)[N:22]=2)=[O:7])[CH2:5][CH2:4][CH2:3][CH2:2]1.[SH:31][C:32]1[CH:37]=[CH:36][CH:35]=[CH:34][N:33]=1. (7) Given the product [CH2:22]([NH:24][C:25]([NH:21][NH:20][C:18]([C:15]1[CH:16]=[CH:17][C:12]2[N:11]=[CH:10][N:9]([C:6]3[CH:7]=[CH:8][C:3]([S:2][CH3:1])=[CH:4][CH:5]=3)[C:13]=2[CH:14]=1)=[O:19])=[S:26])[CH3:23], predict the reactants needed to synthesize it. The reactants are: [CH3:1][S:2][C:3]1[CH:8]=[CH:7][C:6]([N:9]2[C:13]3[CH:14]=[C:15]([C:18]([NH:20][NH2:21])=[O:19])[CH:16]=[CH:17][C:12]=3[N:11]=[CH:10]2)=[CH:5][CH:4]=1.[CH2:22]([N:24]=[C:25]=[S:26])[CH3:23]. (8) Given the product [C:1]([O:5][C:6](=[O:25])[N:7]([CH:8]1[CH2:13][CH2:12][N:11]([CH2:40][CH2:39][N:32]2[C:33]3[C:28](=[C:27]([Br:26])[CH:36]=[C:35]([O:37][CH3:38])[CH:34]=3)[CH:29]=[CH:30][C:31]2=[O:42])[CH2:10][CH2:9]1)[CH2:14][C:15]1[CH:24]=[CH:23][C:18]2[O:19][CH2:20][CH2:21][O:22][C:17]=2[CH:16]=1)([CH3:4])([CH3:2])[CH3:3], predict the reactants needed to synthesize it. The reactants are: [C:1]([O:5][C:6](=[O:25])[N:7]([CH2:14][C:15]1[CH:24]=[CH:23][C:18]2[O:19][CH2:20][CH2:21][O:22][C:17]=2[CH:16]=1)[CH:8]1[CH2:13][CH2:12][NH:11][CH2:10][CH2:9]1)([CH3:4])([CH3:3])[CH3:2].[Br:26][C:27]1[CH:36]=[C:35]([O:37][CH3:38])[CH:34]=[C:33]2[C:28]=1[CH:29]=[CH:30][C:31](=[O:42])[N:32]2[CH2:39][CH:40]=O.C(O[BH-](OC(=O)C)OC(=O)C)(=O)C.[Na+].C(=O)([O-])O.[Na+]. (9) Given the product [NH:4]1[CH2:9][CH2:1][CH2:2][CH2:3]1.[N:12]1([C:7]2[CH2:8][C@H:9]3[N:4]([CH2:3][CH2:2][CH2:1]3)[C:5](=[O:11])[CH:6]=2)[CH2:16][CH2:15][CH2:14][CH2:13]1, predict the reactants needed to synthesize it. The reactants are: [CH2:1]1[C@@H:9]2[N:4]([C:5](=[O:11])[CH2:6][C:7](=O)[CH2:8]2)[CH2:3][CH2:2]1.[NH:12]1[CH2:16][CH2:15][CH2:14][CH2:13]1. (10) Given the product [CH2:1]([O:3][C:4]([C:6]1[C:15](=[O:16])[C:14]2[C:9](=[CH:10][C:11]([F:18])=[C:12]([F:17])[CH:13]=2)[N:8]([CH2:30][C:29]2[CH:32]=[CH:33][C:26]([Cl:25])=[CH:27][CH:28]=2)[CH:7]=1)=[O:5])[CH3:2], predict the reactants needed to synthesize it. The reactants are: [CH2:1]([O:3][C:4]([C:6]1[C:15](=[O:16])[C:14]2[C:9](=[CH:10][C:11]([F:18])=[C:12]([F:17])[CH:13]=2)[NH:8][CH:7]=1)=[O:5])[CH3:2].C(=O)([O-])[O-].[K+].[K+].[Cl:25][C:26]1[CH:33]=[CH:32][C:29]([CH2:30]Br)=[CH:28][CH:27]=1.